This data is from Catalyst prediction with 721,799 reactions and 888 catalyst types from USPTO. The task is: Predict which catalyst facilitates the given reaction. (1) Reactant: C([O:8][C:9]1[C:14](=[O:15])[CH:13]=[C:12]([CH:16]([OH:21])[C:17]([F:20])([F:19])[F:18])[N:11]([CH3:22])[C:10]=1[CH3:23])C1C=CC=CC=1.Cl. Product: [OH:8][C:9]1[C:14](=[O:15])[CH:13]=[C:12]([CH:16]([OH:21])[C:17]([F:20])([F:18])[F:19])[N:11]([CH3:22])[C:10]=1[CH3:23]. The catalyst class is: 43. (2) Product: [Br:1][CH2:47][C:39]1[CH:40]=[C:41]([F:46])[C:42]([N+:43]([O-:45])=[O:44])=[C:37]([C:34]([F:36])([F:33])[CH3:35])[CH:38]=1. Reactant: [Br:1]N1C(=O)C2C(=CC=CC=2)S1(=O)=O.C1C=CC(P(C2C=CC=CC=2)C2C=CC=CC=2)=CC=1.[F:33][C:34]([C:37]1[CH:38]=[C:39]([CH2:47]O)[CH:40]=[C:41]([F:46])[C:42]=1[N+:43]([O-:45])=[O:44])([F:36])[CH3:35]. The catalyst class is: 2. (3) Reactant: Cl.[CH2:2]([C:5]1([C:11]([O:13][CH2:14][CH3:15])=[O:12])[CH2:10][CH2:9][NH:8][CH2:7][CH2:6]1)[CH:3]=[CH2:4].CCN(C(C)C)C(C)C.[Br:25][C:26]1[CH:27]=[N:28][C:29](Cl)=[N:30][CH:31]=1.CCCCCC. The catalyst class is: 14. Product: [CH2:2]([C:5]1([C:11]([O:13][CH2:14][CH3:15])=[O:12])[CH2:10][CH2:9][N:8]([C:29]2[N:30]=[CH:31][C:26]([Br:25])=[CH:27][N:28]=2)[CH2:7][CH2:6]1)[CH:3]=[CH2:4]. (4) Reactant: C[O-].[Na+].[F:4][C:5]1[CH:6]=[C:7]2[C:13]([C:14]#[N:15])=[N:12][N:11]([CH2:16][C:17]3[CH:18]=[N:19][CH:20]=[N:21][CH:22]=3)[C:8]2=[N:9][CH:10]=1.[C:23]([OH:26])(=[O:25])[CH3:24].[Cl-].[NH4+:28]. Product: [C:23]([OH:26])(=[O:25])[CH3:24].[F:4][C:5]1[CH:6]=[C:7]2[C:13]([C:14](=[NH:28])[NH2:15])=[N:12][N:11]([CH2:16][C:17]3[CH:18]=[N:19][CH:20]=[N:21][CH:22]=3)[C:8]2=[N:9][CH:10]=1. The catalyst class is: 5. (5) Reactant: COC1C=CC(C[N:8]2[C:16]3[CH:15]=[CH:14][N:13]=[C:12]([NH:17][CH:18]4[CH2:23][CH2:22][O:21][CH2:20][CH2:19]4)[C:11]=3[C:10]([C:24]3[CH:25]=[C:26]([CH:32]=[CH:33][N:34]=3)[C:27]([N:29]([CH3:31])[CH3:30])=[O:28])=[N:9]2)=CC=1.COC1C=CC(CN2C3C=CN=C(NC4CCOCC4)C=3C(C3C=C(C=CN=3)C(O)=O)=N2)=CC=1.CNC.CN(C(ON1N=NC2C=CC=NC1=2)=[N+](C)C)C.F[P-](F)(F)(F)(F)F.CCN(C(C)C)C(C)C. Product: [CH3:30][N:29]([CH3:31])[C:27](=[O:28])[C:26]1[CH:32]=[CH:33][N:34]=[C:24]([C:10]2[C:11]3[C:12]([NH:17][CH:18]4[CH2:19][CH2:20][O:21][CH2:22][CH2:23]4)=[N:13][CH:14]=[CH:15][C:16]=3[NH:8][N:9]=2)[CH:25]=1. The catalyst class is: 3. (6) Reactant: [CH2:1]([CH2:3][NH2:4])[OH:2].CCN(CC)CC.[Br:12][C:13]1[CH:18]=[CH:17][C:16]([S:19](Cl)(=[O:21])=[O:20])=[C:15]([F:23])[CH:14]=1. Product: [Br:12][C:13]1[CH:18]=[CH:17][C:16]([S:19]([NH:4][CH2:3][CH2:1][OH:2])(=[O:20])=[O:21])=[C:15]([F:23])[CH:14]=1. The catalyst class is: 91.